From a dataset of Catalyst prediction with 721,799 reactions and 888 catalyst types from USPTO. Predict which catalyst facilitates the given reaction. (1) Product: [CH3:10][C:7]1[CH:8]=[CH:9][C:4]([NH:1][C:2]([N:14]2[CH2:13][CH2:12][N:11]([C:17]3[CH:18]=[CH:19][C:20]([C:21]([O:23][CH2:24][CH3:25])=[O:22])=[CH:26][CH:27]=3)[CH2:16][CH2:15]2)=[O:3])=[CH:5][CH:6]=1. Reactant: [N:1]([C:4]1[CH:9]=[CH:8][C:7]([CH3:10])=[CH:6][CH:5]=1)=[C:2]=[O:3].[N:11]1([C:17]2[CH:27]=[CH:26][C:20]([C:21]([O:23][CH2:24][CH3:25])=[O:22])=[CH:19][CH:18]=2)[CH2:16][CH2:15][NH:14][CH2:13][CH2:12]1.C(N(CC)CC)C. The catalyst class is: 2. (2) Reactant: [CH:1]([C:9]1[NH:13][C:12]2[CH:14]=[CH:15][CH:16]=[CH:17][C:11]=2[N:10]=1)=[CH:2][C:3]1[CH:8]=[CH:7][CH:6]=[CH:5][CH:4]=1.[Cl:18][C:19]1[C:24]([C:25]#[N:26])=[CH:23][CH:22]=[CH:21][N:20]=1.N1C=CC=CC=1N1C2C=CC=CC=2N=C1/C=C/C1C=CC=CC=1.Cl. Product: [ClH:18].[C:25]([C:24]1[C:19]([N:13]2[C:12]3[CH:14]=[CH:15][CH:16]=[CH:17][C:11]=3[N:10]=[C:9]2[CH:1]=[CH:2][C:3]2[CH:4]=[CH:5][CH:6]=[CH:7][CH:8]=2)=[N:20][CH:21]=[CH:22][CH:23]=1)#[N:26]. The catalyst class is: 5.